Predict which catalyst facilitates the given reaction. From a dataset of Catalyst prediction with 721,799 reactions and 888 catalyst types from USPTO. Reactant: [Cl:1][C:2]1[CH:7]=[CH:6][N:5]=[C:4]2[CH:8]=[C:9]([C:11]3[N:12]([CH3:16])[CH:13]=[N:14][CH:15]=3)[S:10][C:3]=12.C([Li])CCC.Cl[C:23]([O:25][CH3:26])=[O:24]. Product: [CH3:26][O:25][C:23]([C:13]1[N:12]([CH3:16])[C:11]([C:9]2[S:10][C:3]3[C:4](=[N:5][CH:6]=[CH:7][C:2]=3[Cl:1])[CH:8]=2)=[CH:15][N:14]=1)=[O:24]. The catalyst class is: 1.